From a dataset of Catalyst prediction with 721,799 reactions and 888 catalyst types from USPTO. Predict which catalyst facilitates the given reaction. (1) Product: [CH2:8]([N:5]1[CH2:6][CH2:7][CH:2]([NH:1][C:16]2[N:21]=[CH:20][CH:19]=[CH:18][N:17]=2)[CH2:3][CH2:4]1)[C:9]1[CH:14]=[CH:13][CH:12]=[CH:11][CH:10]=1. The catalyst class is: 8. Reactant: [NH2:1][CH:2]1[CH2:7][CH2:6][N:5]([CH2:8][C:9]2[CH:14]=[CH:13][CH:12]=[CH:11][CH:10]=2)[CH2:4][CH2:3]1.Cl[C:16]1[N:21]=[CH:20][CH:19]=[CH:18][N:17]=1. (2) Reactant: [CH2:1]([NH:3][C:4]([NH:6][C:7]1[CH:12]=[C:11]([C:13]2[S:14][CH:15]=[C:16]([C:18]([F:21])([F:20])[F:19])[N:17]=2)[C:10](B2OC(C)(C)C(C)(C)O2)=[CH:9][N:8]=1)=[O:5])[CH3:2].Br[C:32]1[C:33]([CH2:42][CH3:43])=[N:34][CH:35]=[C:36]([CH:41]=1)[C:37]([O:39][CH3:40])=[O:38].C(=O)(O)[O-].[Na+].C(OCC)(=O)C. Product: [CH2:42]([C:33]1[C:32]([C:10]2[CH:9]=[N:8][C:7]([NH:6][C:4]([NH:3][CH2:1][CH3:2])=[O:5])=[CH:12][C:11]=2[C:13]2[S:14][CH:15]=[C:16]([C:18]([F:19])([F:20])[F:21])[N:17]=2)=[CH:41][C:36]([C:37]([O:39][CH3:40])=[O:38])=[CH:35][N:34]=1)[CH3:43]. The catalyst class is: 600. (3) Reactant: Br[C:2]1[CH:3]=[CH:4][C:5]2[NH:6][C:7]3[C:12]([C:13]=2[CH:14]=1)=[CH:11][CH:10]=[CH:9][CH:8]=3.[C:15]([Cu])#[N:16].O. Product: [CH:4]1[C:5]2[NH:6][C:7]3[C:12](=[CH:11][CH:10]=[CH:9][CH:8]=3)[C:13]=2[CH:14]=[C:2]([C:15]#[N:16])[CH:3]=1. The catalyst class is: 60. (4) Reactant: [N:1]([CH:4]1[C:10]2[CH:11]=[N:12][CH:13]=[CH:14][C:9]=2[CH2:8][CH2:7][C:6]2[CH:15]=[CH:16][CH:17]=[CH:18][C:5]1=2)=[C:2]=[S:3].[Cl:19][C:20]1[CH:21]=[C:22]([C:28]([OH:30])=[O:29])[CH:23]=[N:24][C:25]=1[NH:26][NH2:27]. Product: [Cl:19][C:20]1[CH:21]=[C:22]([C:28]([OH:30])=[O:29])[CH:23]=[N:24][C:25]=1[NH:26][NH:27][C:2]([NH:1][CH:4]1[C:10]2[CH:11]=[N:12][CH:13]=[CH:14][C:9]=2[CH2:8][CH2:7][C:6]2[CH:15]=[CH:16][CH:17]=[CH:18][C:5]1=2)=[S:3]. The catalyst class is: 44.